This data is from Forward reaction prediction with 1.9M reactions from USPTO patents (1976-2016). The task is: Predict the product of the given reaction. (1) Given the reactants C([Si](CC)(CC)[C:4]1[NH:5][CH:6]=[CH:7][N:8]=1)C.[C:13]([Li])(C)(C)C.CCCCC.[C:23]([C:25]1[CH:32]=[CH:31][C:28]([CH:29]=[O:30])=[CH:27][CH:26]=1)#[N:24], predict the reaction product. The product is: [OH:30][CH:29]([C:7]1[N:8]([CH3:13])[CH:4]=[N:5][CH:6]=1)[C:28]1[CH:31]=[CH:32][C:25]([C:23]#[N:24])=[CH:26][CH:27]=1. (2) Given the reactants [OH-].[Na+].[Br:3][C:4]1[CH:9]=[CH:8][C:7]([CH:10]2[CH2:19][C:18](=[O:20])[C:17]3[C:12](=[CH:13][CH:14]=[CH:15][CH:16]=3)[NH:11]2)=[CH:6][CH:5]=1.[N:21]1[CH:26]=[CH:25][C:24]([CH:27]=O)=[CH:23][CH:22]=1, predict the reaction product. The product is: [Br:3][C:4]1[CH:9]=[CH:8][C:7]([C:10]2[NH:11][C:12]3[C:17]([C:18](=[O:20])[C:19]=2[CH2:27][C:24]2[CH:25]=[CH:26][N:21]=[CH:22][CH:23]=2)=[CH:16][CH:15]=[CH:14][CH:13]=3)=[CH:6][CH:5]=1. (3) The product is: [CH3:14][C:12]1[C:11]([C:15]([F:16])([F:18])[F:17])=[CH:10][C:9]2[NH:19][C:20](=[O:35])[CH2:21][C:22]([C:23]3[CH:28]=[CH:27][CH:26]=[C:25]([N:29]4[CH:33]=[N:32][CH:31]=[N:30]4)[CH:24]=3)=[N:7][C:8]=2[CH:13]=1. Given the reactants C(OC(=O)[NH:7][C:8]1[CH:13]=[C:12]([CH3:14])[C:11]([C:15]([F:18])([F:17])[F:16])=[CH:10][C:9]=1[NH:19][C:20](=[O:35])[CH2:21][C:22](=O)[C:23]1[CH:28]=[CH:27][CH:26]=[C:25]([N:29]2[CH:33]=[N:32][CH:31]=[N:30]2)[CH:24]=1)(C)(C)C.C(O)(C(F)(F)F)=O, predict the reaction product. (4) Given the reactants [Si]([O:8][C:9]1[CH:19]=[CH:18][C:12]2[N:13]([CH3:17])[C:14](=[O:16])[O:15][C:11]=2[CH:10]=1)(C(C)(C)C)(C)C.[Si](OC1C=CC2OC(=O)N(C)C=2C=1)(C(C)(C)C)(C)C, predict the reaction product. The product is: [OH:8][C:9]1[CH:19]=[CH:18][C:12]2[N:13]([CH3:17])[C:14](=[O:16])[O:15][C:11]=2[CH:10]=1. (5) Given the reactants [Br:1][C:2]1[CH:3]=[C:4]([NH:8][C:9]2[C:18]3[C:13](=[CH:14][CH:15]=[C:16]([NH2:19])[CH:17]=3)[N:12]=[CH:11][N:10]=2)[CH:5]=[CH:6][CH:7]=1.[C:20]([CH2:22][C:23](O)=[O:24])#[N:21].CCN(C(C)C)C(C)C.C(Cl)CCl, predict the reaction product. The product is: [Br:1][C:2]1[CH:3]=[C:4]([NH:8][C:9]2[C:18]3[C:13](=[CH:14][CH:15]=[C:16]([NH:19][C:23](=[O:24])[CH2:22][C:20]#[N:21])[CH:17]=3)[N:12]=[CH:11][N:10]=2)[CH:5]=[CH:6][CH:7]=1. (6) The product is: [CH3:8][O:10][C:19](=[O:20])[CH2:4][C@@H:5]1[CH2:6][CH2:7][CH2:2][O:1]1. Given the reactants [OH:1][C:2]1[CH:7]=[CH:6][CH:5]=[CH:4]N=1.[C:8](OCCBr)(=[O:10])C.O.CN([CH:19]=[O:20])C, predict the reaction product. (7) The product is: [C:11]([C:10]1[CH:29]=[CH:28][C:27](=[O:30])[N:8]([CH2:1][C:2]2[CH:3]=[CH:4][CH:5]=[CH:6][CH:7]=2)[C:9]=1[NH:19][CH2:20][C:21]1[CH:26]=[CH:25][CH:24]=[CH:23][CH:22]=1)(=[O:12])[C:13]1[CH:14]=[CH:15][CH:16]=[CH:17][CH:18]=1. Given the reactants [CH2:1]([NH:8][C:9]([NH:19][CH2:20][C:21]1[CH:26]=[CH:25][CH:24]=[CH:23][CH:22]=1)=[CH:10][C:11]([C:13]1[CH:18]=[CH:17][CH:16]=[CH:15][CH:14]=1)=[O:12])[C:2]1[CH:7]=[CH:6][CH:5]=[CH:4][CH:3]=1.[C:27](O)(=[O:30])[C:28]#[CH:29].N1(C(N2C=CN=C2)=O)C=CN=C1, predict the reaction product. (8) Given the reactants [Na+].[OH:2][C@H:3]1[CH2:8][CH2:7][N:6]([CH2:9][C:10]2[CH:15]=[CH:14][CH:13]=[CH:12][CH:11]=2)[CH2:5][C@H:4]1[C:16]([O-:18])=O.O[N:20]1C2N=CC=CC=2N=N1.Cl.CN(C)CCCN=C=NCC.C(=O)(O)[O-].[NH4+], predict the reaction product. The product is: [OH:2][C@H:3]1[CH2:8][CH2:7][N:6]([CH2:9][C:10]2[CH:15]=[CH:14][CH:13]=[CH:12][CH:11]=2)[CH2:5][C@H:4]1[C:16]([NH2:20])=[O:18].